From a dataset of Forward reaction prediction with 1.9M reactions from USPTO patents (1976-2016). Predict the product of the given reaction. (1) Given the reactants [CH2:1]([C@H:8]([NH:39]C(=O)OC(C)(C)C)[C@@H:9]([OH:38])[CH2:10][C@@H:11]([NH:25][C:26](=[O:37])[C@@H:27]([NH:32][C:33]([O:35][CH3:36])=[O:34])[C:28]([CH3:31])([CH3:30])[CH3:29])[CH2:12][C:13]1[CH:18]=[CH:17][C:16]([C:19]2[CH:24]=[CH:23][CH:22]=[CH:21][N:20]=2)=[CH:15][CH:14]=1)[C:2]1[CH:7]=[CH:6][CH:5]=[CH:4][CH:3]=1.FC(F)(F)C(O)=O, predict the reaction product. The product is: [NH2:39][C@@H:8]([CH2:1][C:2]1[CH:3]=[CH:4][CH:5]=[CH:6][CH:7]=1)[C@@H:9]([OH:38])[CH2:10][C@@H:11]([NH:25][C:26]([C@@H:27]([NH:32][C:33](=[O:34])[O:35][CH3:36])[C:28]([CH3:31])([CH3:30])[CH3:29])=[O:37])[CH2:12][C:13]1[CH:18]=[CH:17][C:16]([C:19]2[CH:24]=[CH:23][CH:22]=[CH:21][N:20]=2)=[CH:15][CH:14]=1. (2) Given the reactants [C:1]([O:5][C:6]([N:8]1[CH2:13][C@@H:12]([N:14]([C:19]([C:21]2[C:22]([NH:31][CH2:32][C:33]3[O:34][CH:35]=[CH:36][CH:37]=3)=[N:23][C:24]([C:27]([CH3:30])([CH3:29])[CH3:28])=[N:25][CH:26]=2)=[O:20])[CH2:15][CH:16]([CH3:18])[CH3:17])[CH2:11][C@@H:10]([C:38](O)=[O:39])[CH2:9]1)=[O:7])([CH3:4])([CH3:3])[CH3:2].C1C=CC2N(O)N=NC=2C=1.CCN=C=NCCCN(C)C.Cl.Cl.[CH3:64][C:65]1([OH:71])[CH2:70][CH2:69][NH:68][CH2:67][CH2:66]1, predict the reaction product. The product is: [C:27]([C:24]1[N:23]=[C:22]([NH:31][CH2:32][C:33]2[O:34][CH:35]=[CH:36][CH:37]=2)[C:21]([C:19]([N:14]([CH2:15][CH:16]([CH3:18])[CH3:17])[C@@H:12]2[CH2:11][C@H:10]([C:38]([N:68]3[CH2:69][CH2:70][C:65]([OH:71])([CH3:64])[CH2:66][CH2:67]3)=[O:39])[CH2:9][N:8]([C:6]([O:5][C:1]([CH3:2])([CH3:4])[CH3:3])=[O:7])[CH2:13]2)=[O:20])=[CH:26][N:25]=1)([CH3:28])([CH3:29])[CH3:30]. (3) Given the reactants [OH:1][C@@H:2]([CH3:7])[C:3]([O:5][CH3:6])=[O:4].Cl[CH2:9][C:10]1[CH:15]=[CH:14][C:13]([O:16][CH3:17])=[CH:12][CH:11]=1.CCN(C(C)C)C(C)C.[I-].[Na+], predict the reaction product. The product is: [CH3:17][O:16][C:13]1[CH:14]=[CH:15][C:10]([CH2:9][O:1][C@@H:2]([CH3:7])[C:3]([O:5][CH3:6])=[O:4])=[CH:11][CH:12]=1. (4) Given the reactants [N:1]([CH2:4][C:5]([OH:7])=O)=[N+:2]=[N-:3].Cl.[CH3:9][O:10][C:11](=[O:20])[C@@H:12]([CH3:19])[NH:13][C:14](=[O:18])[C@@H:15]([CH3:17])[NH2:16].CN(C(ON1N=NC2C=CC=NC1=2)=[N+](C)C)C.F[P-](F)(F)(F)(F)F.CN1CCOCC1, predict the reaction product. The product is: [N:1]([CH2:4][C:5]([NH:16][C@@H:15]([C:14]([NH:13][C@@H:12]([C:11]([O:10][CH3:9])=[O:20])[CH3:19])=[O:18])[CH3:17])=[O:7])=[N+:2]=[N-:3].